This data is from Forward reaction prediction with 1.9M reactions from USPTO patents (1976-2016). The task is: Predict the product of the given reaction. (1) Given the reactants [Cl:1][C:2]1[CH:3]=[C:4]2[C:8](=[C:9]([CH3:11])[CH:10]=1)[N:7]([CH2:12][CH2:13][O:14][CH3:15])[CH:6]=[CH:5]2.[C:16](O[C:16]([C:18]([F:21])([F:20])[F:19])=[O:17])([C:18]([F:21])([F:20])[F:19])=[O:17].CCOC(C)=O, predict the reaction product. The product is: [Cl:1][C:2]1[CH:3]=[C:4]2[C:8](=[C:9]([CH3:11])[CH:10]=1)[N:7]([CH2:12][CH2:13][O:14][CH3:15])[CH:6]=[C:5]2[C:16](=[O:17])[C:18]([F:21])([F:20])[F:19]. (2) Given the reactants [NH2:1][C:2]1[CH:10]=[CH:9][C:5]([C:6](O)=[O:7])=[CH:4][C:3]=1[Br:11].CN([C:15]([O:19][N:20]1N=NC2C=CC=N[C:21]1=2)=[N+](C)C)C.F[P-](F)(F)(F)(F)F.Cl.CONC, predict the reaction product. The product is: [NH2:1][C:2]1[CH:10]=[CH:9][C:5]([C:6]([N:20]([O:19][CH3:15])[CH3:21])=[O:7])=[CH:4][C:3]=1[Br:11]. (3) Given the reactants [Cl:1][C:2]1[N:10]=[C:9]2[C:5]([NH:6][CH:7]=[N:8]2)=[C:4]([Cl:11])[N:3]=1.[CH:12]1(O)[CH2:16][CH2:15][CH2:14][CH2:13]1.C1(P(C2C=CC=CC=2)C2C=CC=CC=2)C=CC=CC=1.N(C(OCC)=O)=NC(OCC)=O, predict the reaction product. The product is: [Cl:1][C:2]1[N:10]=[C:9]2[C:5]([N:6]=[CH:7][N:8]2[CH:12]2[CH2:16][CH2:15][CH2:14][CH2:13]2)=[C:4]([Cl:11])[N:3]=1. (4) Given the reactants [O:1]1[CH2:6][CH2:5][C:4](=O)[CH2:3][CH2:2]1.O.[C:9]([OH:13])(=O)[CH:10]=O.O.[NH2:15][NH2:16], predict the reaction product. The product is: [N:15]1[NH:16][C:9](=[O:13])[CH:10]=[C:5]2[CH2:6][O:1][CH2:2][CH2:3][C:4]=12. (5) Given the reactants [Si]([O:8][CH2:9][CH2:10][O:11][C:12]1[CH:13]=[CH:14][C:15]([C:29]2[NH:38][C:37](=[O:39])[C:36]3[C:31](=[CH:32][C:33]([O:42][CH3:43])=[CH:34][C:35]=3[O:40][CH3:41])[N:30]=2)=[N:16][C:17]=1[C:18]1[CH:23]=[CH:22][C:21]([S:24]([CH2:27][CH3:28])(=[O:26])=[O:25])=[CH:20][CH:19]=1)(C(C)(C)C)(C)C.CCCC[N+](CCCC)(CCCC)CCCC.[F-], predict the reaction product. The product is: [CH2:27]([S:24]([C:21]1[CH:20]=[CH:19][C:18]([C:17]2[N:16]=[C:15]([C:29]3[NH:38][C:37](=[O:39])[C:36]4[C:31](=[CH:32][C:33]([O:42][CH3:43])=[CH:34][C:35]=4[O:40][CH3:41])[N:30]=3)[CH:14]=[CH:13][C:12]=2[O:11][CH2:10][CH2:9][OH:8])=[CH:23][CH:22]=1)(=[O:25])=[O:26])[CH3:28]. (6) The product is: [Cl:1][C:2]1[CH:3]=[CH:4][C:5]([S:8][C:9]2[C:17]3[C:12](=[CH:13][CH:14]=[CH:15][C:16]=3[N+:18]([O-:20])=[O:19])[N:11]([CH2:30][C:31]([O:33][CH2:34][CH3:35])=[O:32])[C:10]=2[CH3:21])=[CH:6][CH:7]=1. Given the reactants [Cl:1][C:2]1[CH:7]=[CH:6][C:5]([S:8][C:9]2[C:17]3[C:12](=[CH:13][CH:14]=[CH:15][C:16]=3[N+:18]([O-:20])=[O:19])[NH:11][C:10]=2[CH3:21])=[CH:4][CH:3]=1.C(=O)([O-])[O-].[K+].[K+].O.Br[CH2:30][C:31]([O:33][CH2:34][CH3:35])=[O:32], predict the reaction product.